This data is from NCI-60 drug combinations with 297,098 pairs across 59 cell lines. The task is: Regression. Given two drug SMILES strings and cell line genomic features, predict the synergy score measuring deviation from expected non-interaction effect. (1) Drug 1: C1CCC(CC1)NC(=O)N(CCCl)N=O. Drug 2: C1C(C(OC1N2C=NC3=C(N=C(N=C32)Cl)N)CO)O. Cell line: UACC62. Synergy scores: CSS=20.7, Synergy_ZIP=-9.86, Synergy_Bliss=-5.06, Synergy_Loewe=-4.22, Synergy_HSA=-3.87. (2) Drug 1: COC1=NC(=NC2=C1N=CN2C3C(C(C(O3)CO)O)O)N. Drug 2: COC1=C2C(=CC3=C1OC=C3)C=CC(=O)O2. Cell line: MDA-MB-435. Synergy scores: CSS=1.52, Synergy_ZIP=-1.65, Synergy_Bliss=-4.08, Synergy_Loewe=-3.52, Synergy_HSA=-5.01. (3) Drug 1: CC1=C(C=C(C=C1)C(=O)NC2=CC(=CC(=C2)C(F)(F)F)N3C=C(N=C3)C)NC4=NC=CC(=N4)C5=CN=CC=C5. Drug 2: CN(CCCl)CCCl.Cl. Cell line: UACC62. Synergy scores: CSS=27.0, Synergy_ZIP=-6.01, Synergy_Bliss=0.621, Synergy_Loewe=2.20, Synergy_HSA=2.78. (4) Drug 2: CC1=C(C(CCC1)(C)C)C=CC(=CC=CC(=CC(=O)O)C)C. Cell line: MALME-3M. Drug 1: CN1CCC(CC1)COC2=C(C=C3C(=C2)N=CN=C3NC4=C(C=C(C=C4)Br)F)OC. Synergy scores: CSS=33.2, Synergy_ZIP=-0.211, Synergy_Bliss=0.479, Synergy_Loewe=-3.60, Synergy_HSA=1.33.